From a dataset of Reaction yield outcomes from USPTO patents with 853,638 reactions. Predict the reaction yield, written as a fraction of the theoretical maximum amount of product (1.0 means a 100% yield; for example, 0.34 means a 34% yield). (1) The reactants are [N:1]1[CH:6]=[CH:5][CH:4]=[CH:3][C:2]=1[C:7]1[N:11]=[C:10]([C:12]2[CH:17]=[C:16]([C:18]#[N:19])[CH:15]=[C:14]([CH2:20]Br)[CH:13]=2)[O:9][N:8]=1.[NH3:22]. The catalyst is ClCCl. The product is [N:1]1[CH:6]=[CH:5][CH:4]=[CH:3][C:2]=1[C:7]1[N:11]=[C:10]([C:12]2[CH:17]=[C:16]([C:18]#[N:19])[CH:15]=[C:14]([CH2:20][NH2:22])[CH:13]=2)[O:9][N:8]=1. The yield is 0.0550. (2) The reactants are [CH:1]([C:3]1[CH:4]=[C:5]([CH3:22])[CH:6]=[C:7]2[C:12]=1[O:11][CH:10]([C:13]([F:16])([F:15])[F:14])[C:9]([C:17]([O:19][CH2:20][CH3:21])=[O:18])=[CH:8]2)=[O:2].C(=O)=O.CC(C)=O.[C:30]1([Mg]Br)[CH:35]=[CH:34][CH:33]=[CH:32][CH:31]=1. The catalyst is C1COCC1. The product is [OH:2][CH:1]([C:30]1[CH:35]=[CH:34][CH:33]=[CH:32][CH:31]=1)[C:3]1[CH:4]=[C:5]([CH3:22])[CH:6]=[C:7]2[C:12]=1[O:11][CH:10]([C:13]([F:16])([F:14])[F:15])[C:9]([C:17]([O:19][CH2:20][CH3:21])=[O:18])=[CH:8]2. The yield is 0.540. (3) The reactants are [C:1](Cl)(=[O:3])[CH3:2].[CH:5]1([NH:8][CH:9]2[C:18]3[CH2:17][S:16][N:15]=[C:14]([N:19](C(OC(C)(C)C)=O)C(OC(C)(C)C)=O)[C:13]4=[N:34][N:35]([CH2:37][C:38]5[C:43]([CH3:44])=[C:42]([O:45][CH3:46])[C:41]([CH3:47])=[CH:40][N:39]=5)[N:36]=[C:11]([C:12]=34)[CH2:10]2)[CH2:7][CH2:6]1.ClCCl.C(N(CC)CC)C. The catalyst is C(OCC)(=O)C. The product is [NH2:19][C:14]1[C:13]2[C:12]3[C:11](=[N:36][N:35]([CH2:37][C:38]4[C:43]([CH3:44])=[C:42]([O:45][CH3:46])[C:41]([CH3:47])=[CH:40][N:39]=4)[N:34]=2)[CH2:10][CH:9]([N:8]([CH:5]2[CH2:7][CH2:6]2)[C:1](=[O:3])[CH3:2])[C:18]=3[CH2:17][S:16][N:15]=1. The yield is 0.750.